From a dataset of HIV replication inhibition screening data with 41,000+ compounds from the AIDS Antiviral Screen. Binary Classification. Given a drug SMILES string, predict its activity (active/inactive) in a high-throughput screening assay against a specified biological target. The drug is CC(C(=O)O)[S+]1CCOCC1. The result is 0 (inactive).